This data is from Full USPTO retrosynthesis dataset with 1.9M reactions from patents (1976-2016). The task is: Predict the reactants needed to synthesize the given product. Given the product [Br:1][C:2]1[CH:3]=[C:4]([N+:9]([O-:11])=[O:10])[C:5](/[CH:8]=[CH:12]/[N:13]([CH3:15])[CH3:14])=[N:6][CH:7]=1, predict the reactants needed to synthesize it. The reactants are: [Br:1][C:2]1[CH:3]=[C:4]([N+:9]([O-:11])=[O:10])[C:5]([CH3:8])=[N:6][CH:7]=1.[CH3:12][N:13]([CH:15]=O)[CH3:14].